This data is from Serine/threonine kinase 33 screen with 319,792 compounds. The task is: Binary Classification. Given a drug SMILES string, predict its activity (active/inactive) in a high-throughput screening assay against a specified biological target. (1) The molecule is s1c2c(nc1NN)cc1OCCOc1c2. The result is 0 (inactive). (2) The drug is Clc1cc(NC(=O)CN(C(=O)CN2C(=O)C(NC2=O)(C)C)C)c(OC)cc1. The result is 0 (inactive). (3) The drug is o1c(C(CCNCc2ccc(N(C)C)cc2)Cc2ccccc2)ccc1. The result is 0 (inactive). (4) The compound is S1(=O)(=O)CC(NC(=O)COC(=O)/C=C\c2cc(OC)c(OC(F)F)cc2)CC1. The result is 0 (inactive).